This data is from Catalyst prediction with 721,799 reactions and 888 catalyst types from USPTO. The task is: Predict which catalyst facilitates the given reaction. (1) Reactant: Br[C:2]1[CH:7]=[CH:6][C:5]([Cl:8])=[C:4]([O:9][CH3:10])[CH:3]=1.[CH:11]1([Mg]Br)[CH2:13][CH2:12]1.Cl. Product: [Cl:8][C:5]1[CH:6]=[CH:7][C:2]([CH:11]2[CH2:13][CH2:12]2)=[CH:3][C:4]=1[O:9][CH3:10]. The catalyst class is: 7. (2) Reactant: Cl[C:2]1[C:11]2[C:6](=[CH:7][CH:8]=[CH:9][CH:10]=2)[CH:5]=[C:4]([C:12]2[CH:17]=[CH:16][CH:15]=[CH:14][CH:13]=2)[N:3]=1.[NH2:18][C:19]1[CH:23]=[C:22]([CH3:24])[NH:21][N:20]=1.C(=O)([O-])[O-].[K+].[K+]. Product: [CH3:24][C:22]1[CH:23]=[C:19]([NH:18][C:2]2[C:11]3[C:6](=[CH:7][CH:8]=[CH:9][CH:10]=3)[CH:5]=[C:4]([C:12]3[CH:17]=[CH:16][CH:15]=[CH:14][CH:13]=3)[N:3]=2)[NH:20][N:21]=1. The catalyst class is: 3.